From a dataset of Reaction yield outcomes from USPTO patents with 853,638 reactions. Predict the reaction yield, written as a fraction of the theoretical maximum amount of product (1.0 means a 100% yield; for example, 0.34 means a 34% yield). (1) The reactants are Br.[F:2][C:3]1[CH:8]=[CH:7][CH:6]=[CH:5][C:4]=1[C:9]1[CH:14]=[CH:13][C:12](=[NH:15])[N:11]([CH2:16][C:17](OC)=O)[N:10]=1.O=P(Cl)(Cl)[Cl:23]. The catalyst is ClC1C=CC=CC=1. The product is [Cl:23][C:17]1[N:15]=[C:12]2[CH:13]=[CH:14][C:9]([C:4]3[CH:5]=[CH:6][CH:7]=[CH:8][C:3]=3[F:2])=[N:10][N:11]2[CH:16]=1. The yield is 0.850. (2) The catalyst is ClCCCl.C(O)(=O)C. The reactants are Cl.[CH2:2]([O:9][C:10]1[CH:15]=[CH:14][C:13]([NH:16][C:17]2[C:26]3[C:21](=[CH:22][C:23]([F:34])=[C:24]([C:27]4[O:31][C:30]([CH:32]=O)=[CH:29][CH:28]=4)[CH:25]=3)[N:20]=[CH:19][N:18]=2)=[CH:12][CH:11]=1)[C:3]1[CH:8]=[CH:7][CH:6]=[CH:5][CH:4]=1.C(N(C(C)C)CC)(C)C.[CH3:44][S:45]([CH2:48][CH2:49][NH2:50])(=[O:47])=[O:46].C(O[BH-](OC(=O)C)OC(=O)C)(=O)C.[Na+]. The yield is 0.610. The product is [CH2:2]([O:9][C:10]1[CH:15]=[CH:14][C:13]([NH:16][C:17]2[C:26]3[C:21](=[CH:22][C:23]([F:34])=[C:24]([C:27]4[O:31][C:30]([CH2:32][NH:50][CH2:49][CH2:48][S:45]([CH3:44])(=[O:47])=[O:46])=[CH:29][CH:28]=4)[CH:25]=3)[N:20]=[CH:19][N:18]=2)=[CH:12][CH:11]=1)[C:3]1[CH:4]=[CH:5][CH:6]=[CH:7][CH:8]=1. (3) The reactants are [F:1][C:2]1([F:24])[O:6][C:5]2[CH:7]=[CH:8][CH:9]=[C:10]([C:11]3[N:19]4[C:14]([CH:15]=[N:16][C:17](S(C)(=O)=O)=[N:18]4)=[CH:13][CH:12]=3)[C:4]=2[O:3]1.[OH-].[Na+].C(O)(=[O:29])C. The catalyst is O1CCCC1.O. The product is [F:1][C:2]1([F:24])[O:6][C:5]2[CH:7]=[CH:8][CH:9]=[C:10]([C:11]3[N:19]4[C:14]([CH:15]=[N:16][C:17]([OH:29])=[N:18]4)=[CH:13][CH:12]=3)[C:4]=2[O:3]1. The yield is 0.786. (4) The reactants are [CH3:1]CN(C(C)C)C(C)C.C1C=CC2N(O)N=NC=2C=1.C(Cl)CCl.[CH:24]1([N:28]2[CH2:33][CH2:32][N:31]([C:34]([C@@H:36]3[CH2:38][C@H:37]3[C:39]3[CH:47]=[CH:46][C:42]([C:43]([NH2:45])=[O:44])=[CH:41][CH:40]=3)=[O:35])[CH2:30][C@H:29]2[CH3:48])[CH2:27][CH2:26][CH2:25]1. The catalyst is CN(C=O)C. The product is [CH:24]1([N:28]2[CH2:33][CH2:32][N:31]([C:34]([C@@H:36]3[CH2:38][C@H:37]3[C:39]3[CH:40]=[CH:41][C:42]([C:43]([NH2:45])=[O:44])=[CH:46][CH:47]=3)=[O:35])[CH2:30][C:29]2([CH3:1])[CH3:48])[CH2:25][CH2:26][CH2:27]1. The yield is 0.309. (5) The reactants are [CH3:1][C:2]1[CH:11]=[CH:10][C:9]2[CH2:8][CH2:7][CH2:6][CH:5]([NH:12]C(=O)C)[C:4]=2[N:3]=1.[OH-].[Na+]. The catalyst is Cl. The product is [CH3:1][C:2]1[CH:11]=[CH:10][C:9]2[CH2:8][CH2:7][CH2:6][CH:5]([NH2:12])[C:4]=2[N:3]=1. The yield is 0.990. (6) The reactants are Cl[C:2]1[C:7]([C:8]#[N:9])=[CH:6][N:5]=[C:4]([S:10][CH3:11])[N:3]=1.CCN(C(C)C)C(C)C.[NH2:21][CH:22]1[CH2:27][CH2:26][CH:25]([OH:28])[C:24]([CH3:30])([CH3:29])[CH2:23]1. The catalyst is C1COCC1. The product is [OH:28][C@@H:25]1[CH2:26][CH2:27][C@H:22]([NH:21][C:2]2[C:7]([C:8]#[N:9])=[CH:6][N:5]=[C:4]([S:10][CH3:11])[N:3]=2)[CH2:23][C:24]1([CH3:30])[CH3:29]. The yield is 0.820. (7) The reactants are [C@@H:1]12[CH2:7][NH:6][C@@H:5]1[CH2:4][N:3]([C:8]([O:10][CH2:11][C:12]1[CH:17]=[CH:16][CH:15]=[CH:14][CH:13]=1)=[O:9])[CH2:2]2.Br[C:19]1[CH:20]=[N:21][CH:22]=[CH:23][CH:24]=1. No catalyst specified. The product is [N:21]1[CH:22]=[CH:23][CH:24]=[C:19]([N:6]2[CH2:7][C@@H:1]3[C@H:5]2[CH2:4][N:3]([C:8]([O:10][CH2:11][C:12]2[CH:17]=[CH:16][CH:15]=[CH:14][CH:13]=2)=[O:9])[CH2:2]3)[CH:20]=1. The yield is 0.610. (8) The reactants are C[O:2][C:3]([C:5]1[S:6][C:7]([C:27]2[CH:32]=[CH:31][CH:30]=[CH:29][CH:28]=2)=[CH:8][C:9]=1[N:10]([C@H:20]1[CH2:25][CH2:24][C@H:23]([OH:26])[CH2:22][CH2:21]1)[C:11]([C@H:13]1[CH2:18][CH2:17][C@H:16]([CH3:19])[CH2:15][CH2:14]1)=[O:12])=[O:4].O.[Li+].[OH-]. The catalyst is O1CCOCC1. The product is [OH:26][C@H:23]1[CH2:24][CH2:25][C@H:20]([N:10]([C:11]([C@H:13]2[CH2:14][CH2:15][C@H:16]([CH3:19])[CH2:17][CH2:18]2)=[O:12])[C:9]2[CH:8]=[C:7]([C:27]3[CH:28]=[CH:29][CH:30]=[CH:31][CH:32]=3)[S:6][C:5]=2[C:3]([OH:4])=[O:2])[CH2:21][CH2:22]1. The yield is 0.640.